Dataset: Catalyst prediction with 721,799 reactions and 888 catalyst types from USPTO. Task: Predict which catalyst facilitates the given reaction. (1) Reactant: [O:1]1CCCO[CH:2]1[C:7]1[CH:8]=[C:9]2[C:13](=[CH:14][CH:15]=1)[NH:12][N:11]=[C:10]2[N:16]([CH2:18][CH2:19][CH2:20][O:21][CH3:22])[CH3:17].Cl. Product: [CH3:22][O:21][CH2:20][CH2:19][CH2:18][N:16]([CH3:17])[C:10]1[C:9]2[C:13](=[CH:14][CH:15]=[C:7]([CH:2]=[O:1])[CH:8]=2)[NH:12][N:11]=1. The catalyst class is: 8. (2) The catalyst class is: 31. Reactant: [CH3:1][O:2][C:3]1[CH:4]=[C:5]([CH2:20][C:21]([O:23]C2C(F)=C(F)C(F)=C(F)C=2F)=O)[CH:6]=[CH:7][C:8]=1[NH:9][C:10]([NH:12][C:13]1[CH:18]=[CH:17][CH:16]=[CH:15][C:14]=1[CH3:19])=[O:11].[F:35][C:36]1[CH:37]=[C:38]([CH:43]=[CH:44][C:45]=1[O:46][CH2:47][CH:48]1[CH2:52][CH2:51][CH2:50][NH:49]1)[C:39]([O:41][CH3:42])=[O:40].CCN(CC)CC. Product: [F:35][C:36]1[CH:37]=[C:38]([CH:43]=[CH:44][C:45]=1[O:46][CH2:47][CH:48]1[CH2:52][CH2:51][CH2:50][N:49]1[C:21](=[O:23])[CH2:20][C:5]1[CH:6]=[CH:7][C:8]([NH:9][C:10]([NH:12][C:13]2[CH:18]=[CH:17][CH:16]=[CH:15][C:14]=2[CH3:19])=[O:11])=[C:3]([O:2][CH3:1])[CH:4]=1)[C:39]([O:41][CH3:42])=[O:40]. (3) Reactant: [CH2:1]([O:3][C:4]([C:6]1[C:7](Cl)=[C:8]2[C:21]([CH3:22])=[N:20][N:19]([CH:23]([CH3:25])[CH3:24])[C:9]2=[N:10][C:11]=1[C:12]1[CH:17]=[CH:16][CH:15]=[C:14]([OH:18])[CH:13]=1)=[O:5])[CH3:2].C(O[Na])(C)(C)C.C1C=CC(P(C2C(C3C(P(C4C=CC=CC=4)C4C=CC=CC=4)=CC=C4C=3C=CC=C4)=C3C(C=CC=C3)=CC=2)C2C=CC=CC=2)=CC=1.[O:79]1[CH2:84][CH2:83][CH:82]([NH2:85])[CH2:81][CH2:80]1. Product: [CH2:1]([O:3][C:4]([C:6]1[C:7]([NH:85][CH:82]2[CH2:83][CH2:84][O:79][CH2:80][CH2:81]2)=[C:8]2[C:21]([CH3:22])=[N:20][N:19]([CH:23]([CH3:25])[CH3:24])[C:9]2=[N:10][C:11]=1[C:12]1[CH:17]=[CH:16][CH:15]=[C:14]([OH:18])[CH:13]=1)=[O:5])[CH3:2]. The catalyst class is: 62. (4) Reactant: Cl.Cl.[Br:3][C:4]1[CH:5]=[CH:6][C:7]([NH:13]N)=[C:8]([CH:12]=1)[C:9]([OH:11])=[O:10].O=[C:16]1[CH2:21][CH2:20][CH2:19][CH:18]([C:22]([O:24][CH2:25][CH3:26])=[O:23])[CH2:17]1. Product: [Br:3][C:4]1[CH:5]=[C:6]2[C:7](=[C:8]([C:9]([OH:11])=[O:10])[CH:12]=1)[NH:13][C:16]1[CH2:17][CH:18]([C:22]([O:24][CH2:25][CH3:26])=[O:23])[CH2:19][CH2:20][C:21]2=1. The catalyst class is: 342. (5) Reactant: [CH:1]1[CH:6]=[CH:5][C:4](/[CH:7]=[CH:8]/[CH2:9][O:10][C@@H:11]2[O:16][C@H:15]([CH2:17][OH:18])[C@@H:14]([OH:19])[C@H:13]([OH:20])[C@H:12]2[OH:21])=[CH:3][CH:2]=1.[CH2:22]1[CH:26]2[C@@H:27]3[CH:31]=[CH:30][C@H:29]([CH:25]2[CH:24]=[CH:23]1)[CH2:28]3.[C:32]([OH:36])(=[O:35])[CH:33]=[CH2:34].[C:37]([OH:41])(=[O:40])[CH:38]=[CH2:39].C(O)(=O)C=C.C(C(CO)(CO)CC)O.[OH-].[K+]. Product: [CH3:31][CH2:30][C:29]([CH2:28][O:41][C:37]([CH:38]=[CH2:39])=[O:40])([CH2:25][O:35][C:32]([CH:33]=[CH2:34])=[O:36])[CH2:15][O:16][C:11]([CH:12]=[CH2:13])=[O:10].[CH2:22]1[CH:26]2[C@@H:27]3[CH:31]=[CH:30][C@H:29]([CH:25]2[CH:24]=[CH:23]1)[CH2:28]3.[CH:1]1[CH:2]=[CH:3][C:4](/[CH:7]=[CH:8]/[CH2:9][O:10][C@@H:11]2[O:16][C@H:15]([CH2:17][OH:18])[C@@H:14]([OH:19])[C@H:13]([OH:20])[C@H:12]2[OH:21])=[CH:5][CH:6]=1. The catalyst class is: 11. (6) Reactant: Cl[C:2]1[CH:7]=[C:6]([CH2:8][CH3:9])[N:5]=[C:4]([CH3:10])[C:3]=1[C:11](=O)[CH3:12].O.[NH2:15][NH2:16]. Product: [CH2:8]([C:6]1[N:5]=[C:4]([CH3:10])[C:3]2[C:11]([CH3:12])=[N:15][NH:16][C:2]=2[CH:7]=1)[CH3:9]. The catalyst class is: 8. (7) Reactant: [Cl:1][C:2]1[C:10]2[N:9]=[C:8]3[N:11]([C:15]4[CH:20]=[CH:19][C:18]([Cl:21])=[CH:17][C:16]=4[Cl:22])[CH2:12][CH2:13][CH2:14][N:7]3[C:6]=2[C:5]([CH:23]([NH:26][C:27](=[O:29])[CH3:28])[CH2:24][CH3:25])=[CH:4][CH:3]=1.[H-].[Na+].[CH3:32]I. Product: [Cl:1][C:2]1[C:10]2[N:9]=[C:8]3[N:11]([C:15]4[CH:20]=[CH:19][C:18]([Cl:21])=[CH:17][C:16]=4[Cl:22])[CH2:12][CH2:13][CH2:14][N:7]3[C:6]=2[C:5]([CH:23]([N:26]([CH3:32])[C:27](=[O:29])[CH3:28])[CH2:24][CH3:25])=[CH:4][CH:3]=1. The catalyst class is: 35.